Dataset: Catalyst prediction with 721,799 reactions and 888 catalyst types from USPTO. Task: Predict which catalyst facilitates the given reaction. Product: [Cl:1][C:2]1[CH:25]=[CH:24][C:5]([CH2:6][N:7]2[C:11]([Cl:37])=[N:10][N:9]=[C:8]2[C@H:12]2[CH2:16][CH2:15][CH2:14][N:13]2[C:17]([O:19][C:20]([CH3:21])([CH3:22])[CH3:23])=[O:18])=[CH:4][CH:3]=1. The catalyst class is: 1. Reactant: [Cl:1][C:2]1[CH:25]=[CH:24][C:5]([CH2:6][N:7]2[CH:11]=[N:10][N:9]=[C:8]2[C@H:12]2[CH2:16][CH2:15][CH2:14][N:13]2[C:17]([O:19][C:20]([CH3:23])([CH3:22])[CH3:21])=[O:18])=[CH:4][CH:3]=1.C([Li])CCC.CCCCCC.[Cl:37]N1C(=O)CCC1=O.C([O-])(O)=O.[Na+].